From a dataset of Reaction yield outcomes from USPTO patents with 853,638 reactions. Predict the reaction yield, written as a fraction of the theoretical maximum amount of product (1.0 means a 100% yield; for example, 0.34 means a 34% yield). The reactants are [O:1]1[C:5]2[CH:6]=[CH:7][CH:8]=[CH:9][C:4]=2[N:3]=[C:2]1[C:10]1[CH:11]=[CH:12][C:13]([NH:17][CH:18]2[CH2:23][CH2:22][O:21][CH2:20][CH2:19]2)=[C:14]([CH:16]=1)[NH2:15].O.[F:25][C:26]([F:31])([F:30])[C:27](O)=O. No catalyst specified. The product is [O:1]1[C:5]2[CH:6]=[CH:7][CH:8]=[CH:9][C:4]=2[N:3]=[C:2]1[C:10]1[CH:11]=[CH:12][C:13]2[N:17]([CH:18]3[CH2:23][CH2:22][O:21][CH2:20][CH2:19]3)[C:27]([C:26]([F:31])([F:30])[F:25])=[N:15][C:14]=2[CH:16]=1. The yield is 0.555.